Dataset: Forward reaction prediction with 1.9M reactions from USPTO patents (1976-2016). Task: Predict the product of the given reaction. (1) Given the reactants [Br:1][C:2]1[CH:7]=[CH:6][C:5]([O:8][CH3:9])=[CH:4][C:3]=1[N+:10]([O-])=O.Cl, predict the reaction product. The product is: [Br:1][C:2]1[CH:7]=[CH:6][C:5]([O:8][CH3:9])=[CH:4][C:3]=1[NH2:10]. (2) The product is: [F:1][C:2]1[C:21]([F:22])=[CH:20][CH:19]=[CH:18][C:3]=1[CH2:4][N:5]1[C:9]2=[N:10][C:11]([CH3:14])=[N:12][CH:13]=[C:8]2[C:7]([C:15](=[NH:16])[NH:17][NH2:25])=[N:6]1. Given the reactants [F:1][C:2]1[C:21]([F:22])=[CH:20][CH:19]=[CH:18][C:3]=1[CH2:4][N:5]1[C:9]2=[N:10][C:11]([CH3:14])=[N:12][CH:13]=[C:8]2[C:7]([C:15](=[NH:17])[NH2:16])=[N:6]1.C([N:25](CC)CC)C.O.NN, predict the reaction product.